This data is from Full USPTO retrosynthesis dataset with 1.9M reactions from patents (1976-2016). The task is: Predict the reactants needed to synthesize the given product. (1) The reactants are: [H-].[Na+].[CH2:3]([N:5]1[C:13]2[C:8](=[C:9]([C:14]3[NH:15][C:16]4[N:17]([N:21]=[C:22]([CH3:30])[C:23]=4[C:24]([NH:26][CH2:27][C:28]#[CH:29])=[O:25])[C:18](=[O:20])[CH:19]=3)[CH:10]=[CH:11][CH:12]=2)[CH:7]=[N:6]1)[CH3:4]. Given the product [CH2:3]([N:5]1[C:13]2[C:8](=[C:9]([C:14]3[NH:15][C:16]4[N:17]([N:21]=[C:22]([CH3:30])[C:23]=4[C:24]4[O:25][C:28]([CH3:29])=[CH:27][N:26]=4)[C:18](=[O:20])[CH:19]=3)[CH:10]=[CH:11][CH:12]=2)[CH:7]=[N:6]1)[CH3:4], predict the reactants needed to synthesize it. (2) The reactants are: [NH2:1][C@@H:2]([CH2:21][S:22]([CH2:25][C:26]1[CH:31]=[CH:30][CH:29]=[CH:28][CH:27]=1)(=[O:24])=[O:23])[C:3]([NH:5][C@H:6]([CH:10]([C:12]1[O:13][C:14]2[CH:20]=[CH:19][CH:18]=[CH:17][C:15]=2[N:16]=1)[OH:11])[CH2:7][CH2:8][CH3:9])=[O:4].[O:32]1[CH2:37][CH2:36][C:35](=O)[CH2:34][CH2:33]1.C([BH3-])#N. Given the product [O:13]1[C:14]2[CH:20]=[CH:19][CH:18]=[CH:17][C:15]=2[N:16]=[C:12]1[CH:10]([OH:11])[C@@H:6]([NH:5][C:3](=[O:4])[C@@H:2]([NH:1][CH:35]1[CH2:36][CH2:37][O:32][CH2:33][CH2:34]1)[CH2:21][S:22]([CH2:25][C:26]1[CH:27]=[CH:28][CH:29]=[CH:30][CH:31]=1)(=[O:23])=[O:24])[CH2:7][CH2:8][CH3:9], predict the reactants needed to synthesize it.